Task: Predict the product of the given reaction.. Dataset: Forward reaction prediction with 1.9M reactions from USPTO patents (1976-2016) (1) Given the reactants [Cl-].O[NH3+:3].[C:4](=[O:7])([O-])[OH:5].[Na+].CS(C)=O.[O:13]=[C:14]1[C:19]([CH2:20][C:21]2[CH:26]=[CH:25][C:24]([C:27]3[C:28]([C:33]#[N:34])=[CH:29][CH:30]=[CH:31][CH:32]=3)=[CH:23][CH:22]=2)=[C:18]([CH2:35][CH2:36][CH3:37])[N:17]2[N:38]=[CH:39][N:40]=[C:16]2[N:15]1[CH:41]1[CH2:46][CH2:45][CH:44]([O:47][CH2:48][CH:49]=[CH2:50])[CH2:43][CH2:42]1, predict the reaction product. The product is: [O:7]=[C:4]1[O:5][N:3]=[C:33]([C:28]2[CH:29]=[CH:30][CH:31]=[CH:32][C:27]=2[C:24]2[CH:23]=[CH:22][C:21]([CH2:20][C:19]3[C:14](=[O:13])[N:15]([CH:41]4[CH2:42][CH2:43][CH:44]([O:47][CH2:48][CH:49]=[CH2:50])[CH2:45][CH2:46]4)[C:16]4[N:17]([N:38]=[CH:39][N:40]=4)[C:18]=3[CH2:35][CH2:36][CH3:37])=[CH:26][CH:25]=2)[NH:34]1. (2) Given the reactants [OH-:1].[Na+].[F:3][C:4]1[CH:11]=[C:10]([CH3:12])[CH:9]=[C:8]([F:13])[C:5]=1[CH:6]=[O:7], predict the reaction product. The product is: [F:3][C:4]1[CH:11]=[C:10]([CH3:12])[CH:9]=[C:8]([F:13])[C:5]=1[C:6]([OH:1])=[O:7].